Dataset: Forward reaction prediction with 1.9M reactions from USPTO patents (1976-2016). Task: Predict the product of the given reaction. (1) Given the reactants [CH3:1][C:2]1[CH:7]=[C:6]([CH3:8])[N:5]2[N:9]=[C:10]([CH2:12][OH:13])[N:11]=[C:4]2[N:3]=1, predict the reaction product. The product is: [CH3:1][C:2]1[CH:7]=[C:6]([CH3:8])[N:5]2[N:9]=[C:10]([CH:12]=[O:13])[N:11]=[C:4]2[N:3]=1. (2) The product is: [CH3:1][O:2][C:3]([C:5]1[C:6]([OH:31])=[C:7]2[C:12](=[C:13]([C:32]#[N:33])[N:14]=1)[N:11]([CH2:16][C:17]1[CH:22]=[CH:21][CH:20]=[CH:19][CH:18]=1)[C:10](=[O:23])[C:9]([CH2:24][C:25]1[CH:30]=[CH:29][CH:28]=[CH:27][CH:26]=1)=[CH:8]2)=[O:4]. Given the reactants [CH3:1][O:2][C:3]([C:5]1[C:6]([OH:31])=[C:7]2[C:12](=[C:13](Br)[N:14]=1)[N:11]([CH2:16][C:17]1[CH:22]=[CH:21][CH:20]=[CH:19][CH:18]=1)[C:10](=[O:23])[C:9]([CH2:24][C:25]1[CH:30]=[CH:29][CH:28]=[CH:27][CH:26]=1)=[CH:8]2)=[O:4].[C:32]([Cu])#[N:33].O.Cl, predict the reaction product. (3) Given the reactants [CH2:1]([N:8]1[C:16]2[C:11](=[CH:12][C:13]([CH3:18])=[C:14]([OH:17])[CH:15]=2)[C:10]([CH3:20])([CH3:19])[C:9]1=[O:21])[C:2]1[CH:7]=[CH:6][CH:5]=[CH:4][CH:3]=1.N1C=CC=CC=1.[S:28](O[S:28]([C:31]([F:34])([F:33])[F:32])(=[O:30])=[O:29])([C:31]([F:34])([F:33])[F:32])(=[O:30])=[O:29], predict the reaction product. The product is: [CH2:1]([N:8]1[C:16]2[C:11](=[CH:12][C:13]([CH3:18])=[C:14]([O:17][S:28]([C:31]([F:34])([F:33])[F:32])(=[O:30])=[O:29])[CH:15]=2)[C:10]([CH3:19])([CH3:20])[C:9]1=[O:21])[C:2]1[CH:7]=[CH:6][CH:5]=[CH:4][CH:3]=1. (4) Given the reactants [NH2:1][C:2]1[N:7]=[C:6]([C:8]2[CH:13]=[C:12]([Br:14])[CH:11]=[CH:10][C:9]=2[OH:15])[CH:5]=[C:4]([Cl:16])[N:3]=1.[CH2:17](O)[CH2:18][CH3:19].C1(P(C2C=CC=CC=2)C2C=CC=CC=2)C=CC=CC=1.N(C(OCC)=O)=NC(OCC)=O, predict the reaction product. The product is: [Br:14][C:12]1[CH:11]=[CH:10][C:9]([O:15][CH2:17][CH2:18][CH3:19])=[C:8]([C:6]2[CH:5]=[C:4]([Cl:16])[N:3]=[C:2]([NH2:1])[N:7]=2)[CH:13]=1. (5) Given the reactants [CH3:1][S:2]([O:5]S(C)(=O)=O)(=O)=[O:3].Cl.[N+:11]([C:14]1[CH:15]=[C:16]([CH2:20][CH:21]([NH2:23])[CH3:22])[CH:17]=[CH:18][CH:19]=1)([O-:13])=[O:12].N1C=CC=CC=1.CCN(C(C)C)C(C)C, predict the reaction product. The product is: [CH3:22][CH:21]([NH:23][S:2]([CH3:1])(=[O:5])=[O:3])[CH2:20][C:16]1[CH:17]=[CH:18][CH:19]=[C:14]([N+:11]([O-:13])=[O:12])[CH:15]=1. (6) Given the reactants [F:1][C@H:2]1[CH2:6][CH2:5][N:4]([CH2:7][C:8]2[CH:9]=[CH:10][C:11]([NH:14]C(=O)OC(C)(C)C)=[N:12][CH:13]=2)[CH2:3]1.FC(F)(F)C(O)=O, predict the reaction product. The product is: [F:1][C@H:2]1[CH2:6][CH2:5][N:4]([CH2:7][C:8]2[CH:9]=[CH:10][C:11]([NH2:14])=[N:12][CH:13]=2)[CH2:3]1. (7) Given the reactants N[CH:2]1[CH2:19][CH2:18][C:5]2([NH:9]N(CC3C=CC=CC=3)C(=O)C2)[CH2:4][CH2:3]1.NC1CCC2(NN(C)C(=[O:30])C2)CC1.[CH2:33](NN)[C:34]1[CH:39]=[CH:38][CH:37]=[CH:36][CH:35]=1.[O:42]1[C:46]2(CCC(N)CC2)[O:45]CC1, predict the reaction product. The product is: [O:30]=[C:2]1[CH2:3][CH2:4][CH:5]([NH:9][C:46](=[O:42])[O:45][CH2:33][C:34]2[CH:39]=[CH:38][CH:37]=[CH:36][CH:35]=2)[CH2:18][CH2:19]1. (8) Given the reactants CCN(CC)CC.[CH3:8][O:9][C:10]1[CH:17]=[CH:16][C:13]([CH2:14][OH:15])=[CH:12][CH:11]=1.O.C(C1C=C(C(C)(C)C)C=C(C(C)(C)C)C=1)(C)(C)C, predict the reaction product. The product is: [CH3:8][O:9][C:10]1[CH:17]=[CH:16][C:13]([CH:14]=[O:15])=[CH:12][CH:11]=1. (9) The product is: [Cl:1][C:2]1[CH:3]=[C:4]([N:10]2[C@@H:15]([CH3:16])[CH2:14][N:13]([C:17]([NH:19][CH2:20][C:21]3[CH:22]=[CH:23][C:24]([C:25]([OH:27])=[O:26])=[CH:29][CH:30]=3)=[O:18])[C@H:12]([CH3:31])[CH2:11]2)[CH:5]=[CH:6][C:7]=1[C:8]#[N:9]. Given the reactants [Cl:1][C:2]1[CH:3]=[C:4]([N:10]2[C@@H:15]([CH3:16])[CH2:14][N:13]([C:17]([NH:19][CH2:20][C:21]3[CH:30]=[CH:29][C:24]([C:25]([O:27]C)=[O:26])=[CH:23][CH:22]=3)=[O:18])[C@H:12]([CH3:31])[CH2:11]2)[CH:5]=[CH:6][C:7]=1[C:8]#[N:9].[OH-].[Na+], predict the reaction product.